Dataset: Experimentally validated miRNA-target interactions with 360,000+ pairs, plus equal number of negative samples. Task: Binary Classification. Given a miRNA mature sequence and a target amino acid sequence, predict their likelihood of interaction. (1) The miRNA is mmu-miR-15a-5p with sequence UAGCAGCACAUAAUGGUUUGUG. The protein sequence of the target gene is MAASRRSQHHHHHHQQQLQPAPGASAPPPPPPPPLSPGLAPGPTPASPTAGGLAPFASPRHGLALPEGDGSRDPPDRPRSPDPVDGAVCTVAAPAAVPAASAAVGVAPTPAGGGGGGGNNSASSASSPTSSSSSSPSSPGSSLAESPEAAGVGSTATLGAGAAGLGPGVPAVSGALRELLEACRNGDVSRVKRLVDAANVNAKDMAGRKSSPLHFAAGFGRKDVVEHLLQMGANVHARDDGGLIPLHNACSFGHAEVVSLLLCQGADPNARDNWNYTPLHEAAIKGKIDVCIVLLQHGAD.... Result: 1 (interaction). (2) The miRNA is hsa-miR-642a-5p with sequence GUCCCUCUCCAAAUGUGUCUUG. The protein sequence of the target gene is MNAARTGYRVFSANSTAACTELAKRITERLGAELGKSVVYQETNGETRVEIKESVRGQDIFIIQTIPRDVNTAVMELLIMAYALKTACARNIIGVIPYFPYSKQSKMRKRGSIVCKLLASMLAKAGLTHIITMDLHQKEIQGFFSFPVDNLRASPFLLQYIQEEIPNYRNAVIVAKSPDAAKRAQSYAERLRLGLAVIHGEAQCTELDMDDGRHSPPMVKNATVHPGLELPLMMAKEKPPITVVGDVGGRIAIIVDDIIDDVESFVAAAEILKERGAYKIYVMATHGILSAEAPRLIEES.... Result: 0 (no interaction). (3) The miRNA is hsa-miR-512-3p with sequence AAGUGCUGUCAUAGCUGAGGUC. The protein sequence of the target gene is MAPALRWLLLWVGSGMLPAQGTHLGIRLPLRSGLAGPPLGLRLPRETDEEPEEPGRRGSFVEMVDNLRGKSGQGYYVEMTVGSPPQTLNILVDTGSSNFAVGAAPHPFLHRYYQRQLSSTYRDLRKSVYVPYTQGKWEGELGTDLVSIPHGPNVTVRANIAAITESDKFFINGSNWEGILGLAYAEIARPDDSLEPFFDSLVKQTHIPNIFSLQLCGAGFPLNQTEALASVGGSMIIGGIDHSLYTGSLWYTPIRREWYYEVIIVRVEINGQDLKMDCKEYNYDKSIVDSGTTNLRLPKK.... Result: 0 (no interaction). (4) The miRNA is hsa-miR-4258 with sequence CCCCGCCACCGCCUUGG. The protein sequence of the target gene is MATKARVMYDFAAEPGNNELTVTEGEIITVTNPNVGGGWLEGKNNKGEQGLVPTDYVEILPNDGKDPFSCGNSVADQAFLDSLTASTAQTNSSSANSNNQVGGGNDPWTAWNAPKPGNWDSSDAWGSRTDGTSAQRNSSANNWDTGFGHPQAYQGPATGDDDEWDEDWDDPKSSSPYFKDSEPAEAGGIQRGNSRAGASSMKLPLNKFPGFAKPGMEQYLLAKQLAKPKEKIAIIVGDYGPMWVYPTSTFDCVVADPRKGSKMYGLKSYIEYQLTPTNTNRSVNHRYKHFDWLYERLLVK.... Result: 0 (no interaction). (5) The miRNA is hsa-miR-664a-5p with sequence ACUGGCUAGGGAAAAUGAUUGGAU. Result: 1 (interaction). The protein sequence of the target gene is MSSPGIDGDPKPPCLPRNGLVKLPGQPNGLGAASITKGTPATKNRPCQPPPPPTLPPPSLAAPLSRAALAGGPCTPAGGPASALAPGHPAERPPLATDEKILNGLFWYFSACEKCVLAQVCKAWRRVLYQPKFWAGLTPVLHAKELYNVLPGGEKEFVNLQGFAARGFEGFCLVGVSDLDICEFIDNYALSKKGVKAMSLKRSTITDAGLEVMLEQMQGVVRLELSGCNDFTEAGLWSSLSARITSLSVSDCINVADDAIAAISQLLPNLAELSLQAYHVTDTALAYFTARQGHSTHTLR.... (6) The miRNA is mmu-miR-423-3p with sequence AGCUCGGUCUGAGGCCCCUCAGU. The protein sequence of the target gene is MKPSLLCRPLSCFLMLLPWPLATLTSTTLWQCPPGEEPDLDPGQGTLCRPCPPGTFSAAWGSSPCQPHARCSLWRRLEAQVGMATRDTLCGDCWPGWFGPWGVPRVPCQPCSWAPLGTHGCDEWGRRARRGVEVAAGASSGGETRQPGNGTRAGGPEETAAQYAVIAIVPVFCLMGLLGILVCNLLKRKGYHCTAHKEVGPGPGGGGSGINPAYRTEDANEDTIGVLVRLITEKKENAAALEELLKEYHSKQLVQTSHRPVSKLPPAPPNVPHICPHRHHLHTVQGLASLSGPCCSRCSQ.... Result: 0 (no interaction).